Predict the product of the given reaction. From a dataset of Forward reaction prediction with 1.9M reactions from USPTO patents (1976-2016). (1) Given the reactants [CH3:1][CH:2]([CH3:27])[C@H:3]([N:8]1[CH2:16][C:15]2[C:10](=[CH:11][C:12](C3C=CC([N+]([O-])=O)=CN=3)=[CH:13][CH:14]=2)[C:9]1=[O:26])[C:4]([O:6][CH3:7])=[O:5].CC(C)[C@H](N1CC2C(=CC(B3OC(C)(C)C(C)(C)O3)=CC=2)C1=O)C(OC)=O.Br[C:56]1[CH:57]=[N:58][C:59]([N+:62]([O-:64])=[O:63])=[CH:60][CH:61]=1, predict the reaction product. The product is: [CH3:1][CH:2]([CH3:27])[C@H:3]([N:8]1[CH2:16][C:15]2[C:10](=[CH:11][C:12]([C:56]3[CH:57]=[N:58][C:59]([N+:62]([O-:64])=[O:63])=[CH:60][CH:61]=3)=[CH:13][CH:14]=2)[C:9]1=[O:26])[C:4]([O:6][CH3:7])=[O:5]. (2) The product is: [C:1]([O:5][C:6](=[O:24])[NH:7][CH2:8][CH2:9][NH:10][CH2:11][C:12]1[O:20][C:19]2[C:18]([C:30]3[CH:29]=[CH:28][C:27]([O:26][CH3:25])=[C:32]([O:33][CH3:34])[CH:31]=3)=[CH:17][N:16]([CH3:22])[C:15](=[O:23])[C:14]=2[CH:13]=1)([CH3:4])([CH3:3])[CH3:2]. Given the reactants [C:1]([O:5][C:6](=[O:24])[NH:7][CH2:8][CH2:9][NH:10][CH2:11][C:12]1[O:20][C:19]2[C:18](Br)=[CH:17][N:16]([CH3:22])[C:15](=[O:23])[C:14]=2[CH:13]=1)([CH3:4])([CH3:3])[CH3:2].[CH3:25][O:26][C:27]1[CH:28]=[C:29](B(O)O)[CH:30]=[CH:31][C:32]=1[O:33][CH3:34].C(=O)([O-])[O-].[K+].[K+], predict the reaction product. (3) Given the reactants FC1C=CC(OC)=C(C2C(C(O)=O)=CC([N+]([O-])=O)=CC=2)C=1.[CH3:22][O:23][C:24]1[CH:29]=[CH:28][C:27]([CH3:30])=[CH:26][C:25]=1[C:31]1[C:32]([C:40]([O:42]C)=[O:41])=[CH:33][C:34]([N+:37]([O-:39])=[O:38])=[CH:35][CH:36]=1, predict the reaction product. The product is: [CH3:22][O:23][C:24]1[CH:29]=[CH:28][C:27]([CH3:30])=[CH:26][C:25]=1[C:31]1[C:32]([C:40]([OH:42])=[O:41])=[CH:33][C:34]([N+:37]([O-:39])=[O:38])=[CH:35][CH:36]=1. (4) Given the reactants [CH:1]1([C:4]2[N:13]=[C:12]([N:14]3[CH2:19][CH2:18][CH:17]([C:20]4[CH:25]=[CH:24][CH:23]=[CH:22][C:21]=4OC)[CH2:16][CH2:15]3)[C:11]3[C:6](=[CH:7][C:8]([O:30][CH3:31])=[C:9]([O:28][CH3:29])[CH:10]=3)[N:5]=2)[CH2:3][CH2:2]1.[CH3:32][N:33](C)[C:34]1C=CC=CC=1C1CCNCC1.COC1C=CC=CC=1C1CCNCC1, predict the reaction product. The product is: [CH:1]1([C:4]2[N:13]=[C:12]([N:14]3[CH2:19][CH2:18][CH:17]([C:20]4[CH:25]=[CH:24][CH:23]=[CH:22][C:21]=4[N:33]([CH3:34])[CH3:32])[CH2:16][CH2:15]3)[C:11]3[C:6](=[CH:7][C:8]([O:30][CH3:31])=[C:9]([O:28][CH3:29])[CH:10]=3)[N:5]=2)[CH2:3][CH2:2]1. (5) The product is: [CH:1](=[O:19])[CH2:2][CH2:3][CH2:4][CH2:5][CH2:6][CH2:7][CH2:8]/[CH:9]=[CH:10]\[CH2:11]/[CH:12]=[CH:13]\[CH2:14][CH2:15][CH2:16][CH2:17][CH3:18]. Given the reactants [CH2:1]([OH:19])[CH2:2][CH2:3][CH2:4][CH2:5][CH2:6][CH2:7][CH2:8]/[CH:9]=[CH:10]\[CH2:11]/[CH:12]=[CH:13]\[CH2:14][CH2:15][CH2:16][CH2:17][CH3:18].[Cr](Cl)([O-])(=O)=O.[NH+]1C=CC=CC=1.C([O-])([O-])=O.[Na+].[Na+], predict the reaction product. (6) Given the reactants [CH2:1]([S:3]([C:6]1[CH:7]=[C:8]([C:12]2[CH:20]=[C:19]([C:21]([NH:23][CH:24]3[CH2:29][CH2:28][N:27]([CH3:30])[CH2:26][CH2:25]3)=[O:22])[C:18]([CH3:31])=[C:17]3[C:13]=2[C:14]2[CH:35]=[C:34]([CH3:36])[CH:33]=[N:32][C:15]=2[NH:16]3)[CH:9]=[CH:10][CH:11]=1)(=[O:5])=[O:4])[CH3:2].[C:37]([OH:44])(=[O:43])[CH2:38][CH2:39][C:40]([OH:42])=[O:41], predict the reaction product. The product is: [CH2:1]([S:3]([C:6]1[CH:7]=[C:8]([C:12]2[CH:20]=[C:19]([C:21]([NH:23][CH:24]3[CH2:25][CH2:26][N:27]([CH3:30])[CH2:28][CH2:29]3)=[O:22])[C:18]([CH3:31])=[C:17]3[C:13]=2[C:14]2[CH:35]=[C:34]([CH3:36])[CH:33]=[N:32][C:15]=2[NH:16]3)[CH:9]=[CH:10][CH:11]=1)(=[O:4])=[O:5])[CH3:2].[C:37]([OH:44])(=[O:43])[CH2:38][CH2:39][C:40]([OH:42])=[O:41].[CH2:1]([S:3]([C:6]1[CH:7]=[C:8]([C:12]2[CH:20]=[C:19]([C:21]([NH:23][CH:24]3[CH2:25][CH2:26][N:27]([CH3:30])[CH2:28][CH2:29]3)=[O:22])[C:18]([CH3:31])=[C:17]3[C:13]=2[C:14]2[CH:35]=[C:34]([CH3:36])[CH:33]=[N:32][C:15]=2[NH:16]3)[CH:9]=[CH:10][CH:11]=1)(=[O:4])=[O:5])[CH3:2].